Dataset: Reaction yield outcomes from USPTO patents with 853,638 reactions. Task: Predict the reaction yield, written as a fraction of the theoretical maximum amount of product (1.0 means a 100% yield; for example, 0.34 means a 34% yield). (1) The reactants are [NH4+].[Cl-].[F:3][C:4]1[CH:9]=[CH:8][C:7]([N+:10]([O-])=O)=[CH:6][C:5]=1[CH2:13][N:14]([CH3:16])[CH3:15]. The catalyst is CCO.[Fe]. The product is [CH3:16][N:14]([CH2:13][C:5]1[CH:6]=[C:7]([CH:8]=[CH:9][C:4]=1[F:3])[NH2:10])[CH3:15]. The yield is 0.720. (2) The reactants are [CH2:1]([O:8][C:9]1[CH:18]=[C:17]2[C:12]([C:13](O)=[CH:14][CH:15]=[N:16]2)=[CH:11][C:10]=1[O:20][CH3:21])[C:2]1[CH:7]=[CH:6][CH:5]=[CH:4][CH:3]=1.C(=O)([O-])[O-].[Na+].[Na+].C(=O)(O)[O-].[Na+].P(Cl)(Cl)([Cl:35])=O. No catalyst specified. The product is [CH2:1]([O:8][C:9]1[CH:18]=[C:17]2[C:12]([C:13]([Cl:35])=[CH:14][CH:15]=[N:16]2)=[CH:11][C:10]=1[O:20][CH3:21])[C:2]1[CH:7]=[CH:6][CH:5]=[CH:4][CH:3]=1. The yield is 0.950. (3) The reactants are C[Al](C)C.[C:5]([NH:8][NH2:9])(=[O:7])[CH3:6].[ClH:10].Cl.[CH3:12][C:13]1[CH:22]=[CH:21][C:20]2[C:15](=[CH:16][CH:17]=[CH:18][C:19]=2[N:23]2[CH2:28][CH2:27][N:26]([CH2:29][CH2:30][C:31]3[C:40]4[O:39][CH2:38][C:37]5=[C:41]([C:44](OCC)=[O:45])[N:42]=[CH:43][N:36]5[C:35]=4[CH:34]=[CH:33][CH:32]=3)[CH2:25][CH2:24]2)[N:14]=1. The catalyst is CCCCCC.C(Cl)Cl. The product is [ClH:10].[ClH:10].[C:5]([NH:8][NH:9][C:44]([C:41]1[N:42]=[CH:43][N:36]2[C:35]3[CH:34]=[CH:33][CH:32]=[C:31]([CH2:30][CH2:29][N:26]4[CH2:27][CH2:28][N:23]([C:19]5[CH:18]=[CH:17][CH:16]=[C:15]6[C:20]=5[CH:21]=[CH:22][C:13]([CH3:12])=[N:14]6)[CH2:24][CH2:25]4)[C:40]=3[O:39][CH2:38][C:37]=12)=[O:45])(=[O:7])[CH3:6]. The yield is 0.740.